From a dataset of Reaction yield outcomes from USPTO patents with 853,638 reactions. Predict the reaction yield, written as a fraction of the theoretical maximum amount of product (1.0 means a 100% yield; for example, 0.34 means a 34% yield). (1) The reactants are [C:1]12([C:11]3[CH:16]=[C:15]([Br:17])[CH:14]=[C:13]([O:18][CH3:19])[C:12]=3[OH:20])[CH2:10][CH:5]3[CH2:6][CH:7]([CH2:9][CH:3]([CH2:4]3)[CH2:2]1)[CH2:8]2.[CH2:21](Br)[C:22]1[CH:27]=[CH:26][CH:25]=[CH:24][CH:23]=1.C([O-])([O-])=O.[K+].[K+]. The catalyst is CC(C)=O. The product is [C:1]12([C:11]3[CH:16]=[C:15]([Br:17])[CH:14]=[C:13]([O:18][CH3:19])[C:12]=3[O:20][CH2:21][C:22]3[CH:27]=[CH:26][CH:25]=[CH:24][CH:23]=3)[CH2:2][CH:3]3[CH2:9][CH:7]([CH2:6][CH:5]([CH2:4]3)[CH2:10]1)[CH2:8]2. The yield is 0.950. (2) The reactants are Br[C:2]1[C:7]([CH3:8])=[CH:6][C:5]([O:9][CH3:10])=[CH:4][C:3]=1[CH3:11].C([Li])CCC.[B:17](OC(C)C)([O:22]C(C)C)[O:18]C(C)C. The catalyst is C1COCC1. The product is [CH3:10][O:9][C:5]1[CH:6]=[C:7]([CH3:8])[C:2]([B:17]([OH:22])[OH:18])=[C:3]([CH3:11])[CH:4]=1. The yield is 0.830. (3) The reactants are [CH3:1][N:2]1[CH2:7][CH2:6][CH:5]([C:8]([N:16]2[CH2:21][CH2:20][N:19](C(OC(C)(C)C)=O)[CH2:18][CH2:17]2)([C:10]2[CH:15]=[CH:14][CH:13]=[CH:12][CH:11]=2)[CH3:9])[CH2:4][CH2:3]1.FC(F)(F)C(O)=O. The catalyst is C(Cl)Cl. The product is [CH3:1][N:2]1[CH2:7][CH2:6][CH:5]([C:8]([N:16]2[CH2:17][CH2:18][NH:19][CH2:20][CH2:21]2)([C:10]2[CH:15]=[CH:14][CH:13]=[CH:12][CH:11]=2)[CH3:9])[CH2:4][CH2:3]1. The yield is 0.820.